From a dataset of Full USPTO retrosynthesis dataset with 1.9M reactions from patents (1976-2016). Predict the reactants needed to synthesize the given product. (1) Given the product [C:41]([CH2:40][CH2:39][C:36]1[CH:37]=[CH:38][C:33]([C:20]2[C:21]([CH3:32])([CH3:31])[C@H:22]3[C@:17]([CH3:44])([CH2:18][CH:19]=2)[C@@H:16]2[C@:25]([CH3:30])([C@@:26]4([CH3:29])[C@H:13]([CH2:14][CH2:15]2)[C@H:12]2[C@H:45]([C:48]([CH3:50])=[CH2:49])[CH2:46][CH2:47][C@:11]2([C:9]([OH:10])=[O:8])[CH2:28][CH2:27]4)[CH2:24][CH2:23]3)=[CH:34][CH:35]=1)([OH:43])=[O:42], predict the reactants needed to synthesize it. The reactants are: C([O:8][C:9]([C@:11]12[CH2:47][CH2:46][C@@H:45]([C:48]([CH3:50])=[CH2:49])[C@@H:12]1[C@@H:13]1[C@@:26]([CH3:29])([CH2:27][CH2:28]2)[C@@:25]2([CH3:30])[CH:16]([C@:17]3([CH3:44])[C@@H:22]([CH2:23][CH2:24]2)[C:21]([CH3:32])([CH3:31])[C:20]([C:33]2[CH:38]=[CH:37][C:36]([CH2:39][CH2:40][C:41]([OH:43])=[O:42])=[CH:35][CH:34]=2)=[CH:19][CH2:18]3)[CH2:15][CH2:14]1)=[O:10])C1C=CC=CC=1. (2) Given the product [Cl:11][C:4]1[N:3]=[C:2]([N:14]2[CH2:15][CH2:16][CH2:13][CH2:12]2)[C:7]([N+:8]([O-:10])=[O:9])=[CH:6][CH:5]=1, predict the reactants needed to synthesize it. The reactants are: Cl[C:2]1[C:7]([N+:8]([O-:10])=[O:9])=[CH:6][CH:5]=[C:4]([Cl:11])[N:3]=1.[CH2:12]([N:14](CC)[CH2:15][CH3:16])[CH3:13].N1CCCC1.